This data is from Full USPTO retrosynthesis dataset with 1.9M reactions from patents (1976-2016). The task is: Predict the reactants needed to synthesize the given product. (1) Given the product [F:21][C:22]1[CH:27]=[CH:26][CH:25]=[CH:24][C:23]=1[N:28]1[CH2:33][CH2:32][N:31]([CH2:15][CH2:14][CH2:13][C:12]2[N:8]([C:5]3[CH:6]=[CH:7][C:2]([CH3:1])=[CH:3][CH:4]=3)[N:9]=[C:10]([CH2:17][CH2:18][CH2:19][CH3:20])[CH:11]=2)[CH2:30][CH2:29]1, predict the reactants needed to synthesize it. The reactants are: [CH3:1][C:2]1[CH:7]=[CH:6][C:5]([N:8]2[C:12]([CH2:13][CH2:14][CH:15]=O)=[CH:11][C:10]([CH2:17][CH2:18][CH2:19][CH3:20])=[N:9]2)=[CH:4][CH:3]=1.[F:21][C:22]1[CH:27]=[CH:26][CH:25]=[CH:24][C:23]=1[N:28]1[CH2:33][CH2:32][NH:31][CH2:30][CH2:29]1.[BH-](OC(C)=O)(OC(C)=O)OC(C)=O.[Na+]. (2) The reactants are: Br[C:2]1[CH:3]=[C:4]([NH:24][CH:25]([CH3:27])[CH3:26])[C:5]([CH3:23])=[C:6]([CH:22]=1)[C:7]([NH:9][CH2:10][C:11]1[C:12](=[O:21])[NH:13][C:14]([CH3:20])=[CH:15][C:16]=1[CH2:17][CH2:18][CH3:19])=[O:8].[CH3:28][N:29]1[CH2:34][CH2:33][N:32]([C:35]2[CH:40]=[CH:39][C:38](B3OC(C)(C)C(C)(C)O3)=[CH:37][N:36]=2)[CH2:31][CH2:30]1.O1CCOCC1.C(=O)(O)[O-].[Na+]. Given the product [CH3:23][C:5]1[C:4]([NH:24][CH:25]([CH3:27])[CH3:26])=[CH:3][C:2]([C:38]2[CH:37]=[N:36][C:35]([N:32]3[CH2:31][CH2:30][N:29]([CH3:28])[CH2:34][CH2:33]3)=[CH:40][CH:39]=2)=[CH:22][C:6]=1[C:7]([NH:9][CH2:10][C:11]1[C:12](=[O:21])[NH:13][C:14]([CH3:20])=[CH:15][C:16]=1[CH2:17][CH2:18][CH3:19])=[O:8], predict the reactants needed to synthesize it.